Dataset: Reaction yield outcomes from USPTO patents with 853,638 reactions. Task: Predict the reaction yield, written as a fraction of the theoretical maximum amount of product (1.0 means a 100% yield; for example, 0.34 means a 34% yield). (1) The reactants are [F-].C([N+](CCCC)(CCCC)CCCC)CCC.[Si]([O:26][CH2:27][C:28]1[CH:29]=[C:30]([CH:49]=[C:50]([CH2:52][O:53][Si](C(C)(C)C)(C)C)[CH:51]=1)[N:31]([CH2:39][CH2:40][O:41][CH2:42][CH2:43][O:44][CH2:45][CH2:46][O:47][CH3:48])[CH2:32][C:33]([CH3:38])([S:35][S:36][CH3:37])[CH3:34])(C(C)(C)C)(C)C. The catalyst is C1COCC1. The product is [CH3:48][O:47][CH2:46][CH2:45][O:44][CH2:43][CH2:42][O:41][CH2:40][CH2:39][N:31]([CH2:32][C:33]([CH3:38])([S:35][S:36][CH3:37])[CH3:34])[C:30]1[CH:29]=[C:28]([CH2:27][OH:26])[CH:51]=[C:50]([CH2:52][OH:53])[CH:49]=1. The yield is 0.870. (2) The reactants are [CH3:1][C:2]([CH3:25])([CH3:24])[C@@H:3]([N:5]1[CH2:10][CH2:9][C@:8]([CH2:18][CH2:19][C:20](O)=[O:21])([C:11]2[CH:16]=[CH:15][C:14]([F:17])=[CH:13][CH:12]=2)[O:7][C:6]1=[O:23])[CH3:4].CC[N:28]=C=NCCCN(C)C.C1C=CC2N(O)N=NC=2C=1.CCN(C(C)C)C(C)C. The catalyst is C(Cl)Cl. The product is [CH3:1][C:2]([CH3:25])([CH3:24])[C@@H:3]([N:5]1[CH2:10][CH2:9][C@:8]([CH2:18][CH2:19][C:20]([NH2:28])=[O:21])([C:11]2[CH:16]=[CH:15][C:14]([F:17])=[CH:13][CH:12]=2)[O:7][C:6]1=[O:23])[CH3:4]. The yield is 0.300. (3) The reactants are [OH:1][C:2]1[CH:7]=[CH:6][C:5]([C:8]2[CH:13]=[CH:12][CH:11]=[C:10]([C:14]#[N:15])[CH:9]=2)=[CH:4][C:3]=1I.C([Sn](CCCC)(CCCC)[C:22]1[CH:27]=[CH:26][N:25]=[N:24][CH:23]=1)CCC.[F-].[Cs+]. The catalyst is CN(C)C=O.C1C=CC(/C=C/C(/C=C/C2C=CC=CC=2)=O)=CC=1.C1C=CC(/C=C/C(/C=C/C2C=CC=CC=2)=O)=CC=1.C1C=CC(/C=C/C(/C=C/C2C=CC=CC=2)=O)=CC=1.[Pd].[Pd].[Cu]I. The product is [OH:1][C:2]1[CH:7]=[CH:6][C:5]([C:8]2[CH:13]=[CH:12][CH:11]=[C:10]([C:14]#[N:15])[CH:9]=2)=[CH:4][C:3]=1[C:22]1[CH:27]=[CH:26][N:25]=[N:24][CH:23]=1. The yield is 0.550. (4) The reactants are [C:1]([O:5][C:6]([NH:8][C:9]1[S:13][CH:12]=[N:11][C:10]=1[C:14]([OH:16])=[O:15])=[O:7])([CH3:4])([CH3:3])[CH3:2].C1C(=O)N([Br:24])C(=O)C1. The catalyst is C(Cl)Cl. The product is [Br:24][C:12]1[S:13][C:9]([NH:8][C:6]([O:5][C:1]([CH3:4])([CH3:2])[CH3:3])=[O:7])=[C:10]([C:14]([OH:16])=[O:15])[N:11]=1. The yield is 0.700. (5) The reactants are C(C=P(CCCC)(CCCC)CCCC)#N.[OH:17][C@@H:18]1[CH2:23][C@H:22]([C:24]#[N:25])[C:21]([CH3:27])([CH3:26])[CH2:20][CH2:19]1.[CH3:28][C:29]1[C:37](O)=[CH:36][CH:35]=[C:34]2[C:30]=1[CH:31]=[N:32][NH:33]2. The catalyst is C1(C)C=CC=CC=1. The product is [CH3:26][C:21]1([CH3:27])[CH2:20][CH2:19][C@@H:18]([O:17][C:37]2[C:29]([CH3:28])=[C:30]3[C:34](=[CH:35][CH:36]=2)[NH:33][N:32]=[CH:31]3)[CH2:23][C@@H:22]1[C:24]#[N:25]. The yield is 0.460. (6) The reactants are [CH:1]1([N:6]2[C:10]3[N:11]=[C:12]([S:15][CH3:16])[N:13]=[CH:14][C:9]=3[CH:8]=[C:7]2[CH2:17][OH:18])[CH2:5][CH2:4][CH2:3][CH2:2]1. The catalyst is ClCCl.[O-2].[O-2].[Mn+4]. The product is [CH:1]1([N:6]2[C:10]3[N:11]=[C:12]([S:15][CH3:16])[N:13]=[CH:14][C:9]=3[CH:8]=[C:7]2[CH:17]=[O:18])[CH2:2][CH2:3][CH2:4][CH2:5]1. The yield is 0.927. (7) The reactants are [F:1][C:2]1[CH:7]=[CH:6][C:5]([CH:8]([C:21]2[CH:26]=[CH:25][C:24]([F:27])=[CH:23][CH:22]=2)[CH2:9][CH2:10][NH:11][C:12](=[O:20])[C:13]2[CH:18]=[CH:17][C:16](F)=[N:15][CH:14]=2)=[CH:4][CH:3]=1.[CH3:28][O-:29].[Na+].CO. No catalyst specified. The product is [F:1][C:2]1[CH:7]=[CH:6][C:5]([CH:8]([C:21]2[CH:26]=[CH:25][C:24]([F:27])=[CH:23][CH:22]=2)[CH2:9][CH2:10][NH:11][C:12](=[O:20])[C:13]2[CH:18]=[CH:17][C:16]([O:29][CH3:28])=[N:15][CH:14]=2)=[CH:4][CH:3]=1. The yield is 0.420. (8) The reactants are [CH2:1]([C:7]1[C:8]2[S:17][CH:16]=[C:15]([CH2:18][CH2:19][CH2:20][CH2:21][CH2:22][CH3:23])[C:9]=2[S:10][C:11]=1C(O)=O)[CH2:2][CH2:3][CH2:4][CH2:5][CH3:6].N1C2C(=CC=CC=2)C=CC=1.C(=O)=O. The catalyst is [Cu].CCCCCC. The product is [CH2:18]([C:15]1[C:9]2[S:10][CH:11]=[C:7]([CH2:1][CH2:2][CH2:3][CH2:4][CH2:5][CH3:6])[C:8]=2[S:17][CH:16]=1)[CH2:19][CH2:20][CH2:21][CH2:22][CH3:23]. The yield is 0.684. (9) The yield is 0.340. The catalyst is C(OCC)C. The product is [CH:15]1([CH2:14][CH:13]([C:20]2[CH:21]=[CH:22][C:23]([C:26]3[C:35]4[C:30](=[CH:31][CH:32]=[CH:33][CH:34]=4)[CH:29]=[CH:28][CH:27]=3)=[CH:24][CH:25]=2)[C:12]([NH:11][C:8]2[S:9][CH:10]=[C:6]([CH2:5][CH2:4][OH:3])[N:7]=2)=[O:36])[CH2:19][CH2:18][CH2:17][CH2:16]1. The reactants are C([O:3][C:4](=O)[CH2:5][C:6]1[N:7]=[C:8]([NH:11][C:12](=[O:36])[CH:13]([C:20]2[CH:25]=[CH:24][C:23]([C:26]3[C:35]4[C:30](=[CH:31][CH:32]=[CH:33][CH:34]=4)[CH:29]=[CH:28][CH:27]=3)=[CH:22][CH:21]=2)[CH2:14][CH:15]2[CH2:19][CH2:18][CH2:17][CH2:16]2)[S:9][CH:10]=1)C.[H-].[Al+3].[Li+].[H-].[H-].[H-].C(OCC)(=O)C. (10) The reactants are [CH2:1]([O:8][C:9]1[CH:24]=[C:23]([N:25]([CH2:31][C:32]2[CH:37]=[CH:36][C:35]([CH:38]3[CH2:43][CH2:42][CH2:41][CH2:40][CH2:39]3)=[CH:34][CH:33]=2)[C:26](=[O:30])[CH2:27][NH:28][CH3:29])[CH:22]=[CH:21][C:10]=1[C:11]([O:13][CH2:14][C:15]1[CH:20]=[CH:19][CH:18]=[CH:17][CH:16]=1)=[O:12])[C:2]1[CH:7]=[CH:6][CH:5]=[CH:4][CH:3]=1.[C:44]1([C:54]2[CH:59]=[CH:58][CH:57]=[CH:56][CH:55]=2)[CH:49]=[CH:48][C:47]([S:50](Cl)(=[O:52])=[O:51])=[CH:46][CH:45]=1. No catalyst specified. The product is [CH2:1]([O:8][C:9]1[CH:24]=[C:23]([N:25]([CH2:31][C:32]2[CH:33]=[CH:34][C:35]([CH:38]3[CH2:43][CH2:42][CH2:41][CH2:40][CH2:39]3)=[CH:36][CH:37]=2)[C:26](=[O:30])[CH2:27][N:28]([CH3:29])[S:50]([C:47]2[CH:46]=[CH:45][C:44]([C:54]3[CH:59]=[CH:58][CH:57]=[CH:56][CH:55]=3)=[CH:49][CH:48]=2)(=[O:52])=[O:51])[CH:22]=[CH:21][C:10]=1[C:11]([O:13][CH2:14][C:15]1[CH:20]=[CH:19][CH:18]=[CH:17][CH:16]=1)=[O:12])[C:2]1[CH:3]=[CH:4][CH:5]=[CH:6][CH:7]=1. The yield is 0.700.